This data is from Reaction yield outcomes from USPTO patents with 853,638 reactions. The task is: Predict the reaction yield, written as a fraction of the theoretical maximum amount of product (1.0 means a 100% yield; for example, 0.34 means a 34% yield). (1) The reactants are [C:1]([Cl:4])(=O)C.Br.[NH2:6][CH:7]([CH2:11][CH2:12][Br:13])[C:8]([OH:10])=[O:9]. The catalyst is CO. The product is [ClH:4].[Br:13][CH2:12][CH2:11][CH:7]([NH2:6])[C:8]([O:10][CH3:1])=[O:9]. The yield is 0.820. (2) The reactants are [CH3:1][C:2]1[C:3]([C:11]2[S:15][C:14]([C:16]([OH:18])=O)=[CH:13][CH:12]=2)=[N:4][O:5][C:6]=1[C:7]([F:10])([F:9])[F:8].C([N:26]1[CH2:31][CH2:30][CH2:29][C@H:28]([NH2:32])[CH2:27]1)(OC(C)(C)C)=O.[ClH:33]. The catalyst is O1CCOCC1. The product is [ClH:33].[NH2:32][C@H:28]1[CH2:29][CH2:30][CH2:31][N:26]([C:16]([C:14]2[S:15][C:11]([C:3]3[C:2]([CH3:1])=[C:6]([C:7]([F:8])([F:9])[F:10])[O:5][N:4]=3)=[CH:12][CH:13]=2)=[O:18])[CH2:27]1. The yield is 0.710. (3) The reactants are [Cl:1][C:2]1[CH:7]=[CH:6][C:5]([C:8]2[N:9]=[C:10]([N:13]3[CH2:18][CH2:17][CH2:16][CH2:15][C:14]3=[O:19])[S:11][CH:12]=2)=[CH:4][CH:3]=1.Br[C:21]1[CH:26]=[CH:25][C:24]([S:27]([NH2:30])(=[O:29])=[O:28])=[CH:23][CH:22]=1.C([O-])(=O)C.[K+]. The catalyst is CC(N(C)C)=O.C([O-])(=O)C.[Pd+2].C([O-])(=O)C. The product is [Cl:1][C:2]1[CH:7]=[CH:6][C:5]([C:8]2[N:9]=[C:10]([N:13]3[CH2:18][CH2:17][CH2:16][CH2:15][C:14]3=[O:19])[S:11][C:12]=2[C:21]2[CH:26]=[CH:25][C:24]([S:27]([NH2:30])(=[O:29])=[O:28])=[CH:23][CH:22]=2)=[CH:4][CH:3]=1. The yield is 0.327. (4) The reactants are O.[OH-].[Li+].C[O:5][C:6]([C:8]1[CH:13]=[CH:12][C:11](=[O:14])[N:10]([C:15]2[CH:20]=[CH:19][CH:18]=[CH:17][CH:16]=2)[CH:9]=1)=[O:7].O1CCCC1. The catalyst is O. The product is [O:14]=[C:11]1[N:10]([C:15]2[CH:16]=[CH:17][CH:18]=[CH:19][CH:20]=2)[CH:9]=[C:8]([C:6]([OH:7])=[O:5])[CH:13]=[CH:12]1. The yield is 0.790. (5) The reactants are C([O:3][C:4](=O)[CH2:5][S:6][C:7]1[CH:17]=[CH:16][C:10]([C:11]([O:13][CH2:14][CH3:15])=[O:12])=[CH:9][C:8]=1[N+:18]([O-])=O)C.C(N(CC)CC)C. The catalyst is C(O)C.[C].[Pd]. The product is [O:3]=[C:4]1[NH:18][C:8]2[CH:9]=[C:10]([C:11]([O:13][CH2:14][CH3:15])=[O:12])[CH:16]=[CH:17][C:7]=2[S:6][CH2:5]1. The yield is 0.540. (6) The reactants are Br.Br[CH2:3][C:4]1[N:5]=[C:6]2[C:11](=[N:12][CH:13]=1)[N:10]=[C:9]([NH2:14])[N:8]=[C:7]2[NH2:15].Cl.[CH3:17][O:18][C:19]1[CH:20]=[C:21]([CH2:27][CH2:28][NH2:29])[CH:22]=[CH:23][C:24]=1[O:25][CH3:26].C(=O)(O)[O-]. The catalyst is CN(C)C(=O)C. The product is [CH3:17][O:18][C:19]1[CH:20]=[C:21]([CH2:27][CH2:28][NH:29][CH2:3][C:4]2[N:5]=[C:6]3[C:11](=[N:12][CH:13]=2)[N:10]=[C:9]([NH2:14])[N:8]=[C:7]3[NH2:15])[CH:22]=[CH:23][C:24]=1[O:25][CH3:26]. The yield is 0.196.